From a dataset of Full USPTO retrosynthesis dataset with 1.9M reactions from patents (1976-2016). Predict the reactants needed to synthesize the given product. (1) Given the product [CH2:1]([O:8][C:9]1[CH:10]=[C:11]([CH2:12][OH:13])[CH:31]=[C:32]([CH2:34][O:35][C:36]2[CH:41]=[CH:40][C:39]([Cl:42])=[CH:38][C:37]=2[Cl:43])[CH:33]=1)[C:2]1[CH:7]=[CH:6][CH:5]=[CH:4][CH:3]=1, predict the reactants needed to synthesize it. The reactants are: [CH2:1]([O:8][C:9]1[CH:10]=[C:11]([CH:31]=[C:32]([CH2:34][O:35][C:36]2[CH:41]=[CH:40][C:39]([Cl:42])=[CH:38][C:37]=2[Cl:43])[CH:33]=1)[CH2:12][O:13][Si](C(C)(C)C)(C1C=CC=CC=1)C1C=CC=CC=1)[C:2]1[CH:7]=[CH:6][CH:5]=[CH:4][CH:3]=1.[F-].C([N+](CCCC)(CCCC)CCCC)CCC.C(=O)([O-])O.[Na+]. (2) Given the product [CH:39]1([CH2:40][NH:42][C:22](=[O:23])[C:21]2[CH:25]=[CH:26][C:27]([CH3:28])=[C:19]([C:18]3[C:13]4[CH2:12][NH:11][C:10](=[O:31])[N:9]([C:3]5[C:2]([F:1])=[CH:7][CH:6]=[CH:5][C:4]=5[F:8])[C:14]=4[N:15]=[C:16]([S:29][CH3:30])[N:17]=3)[CH:20]=2)[CH2:37][CH2:38]1, predict the reactants needed to synthesize it. The reactants are: [F:1][C:2]1[CH:7]=[CH:6][CH:5]=[C:4]([F:8])[C:3]=1[N:9]1[C:14]2[N:15]=[C:16]([S:29][CH3:30])[N:17]=[C:18]([C:19]3[CH:20]=[C:21]([CH:25]=[CH:26][C:27]=3[CH3:28])[C:22](O)=[O:23])[C:13]=2[CH2:12][NH:11][C:10]1=[O:31].C(Cl)CCl.C1[CH:37]=[CH:38][C:39]2N(O)N=[N:42][C:40]=2C=1.C1(CN)CC1. (3) Given the product [CH3:17][C:3]1[CH:4]=[C:5]([C:8]2[O:9][C:10]3[CH:16]=[CH:15][CH:14]=[CH:13][C:11]=3[N:12]=2)[CH:6]=[CH:7][C:2]=1[C:23]1[CH:28]=[CH:27][CH:26]=[CH:25][N:24]=1, predict the reactants needed to synthesize it. The reactants are: Br[C:2]1[CH:7]=[CH:6][C:5]([C:8]2[O:9][C:10]3[CH:16]=[CH:15][CH:14]=[CH:13][C:11]=3[N:12]=2)=[CH:4][C:3]=1[CH3:17].C([Sn](CCCC)(CCCC)[C:23]1[CH:28]=[CH:27][CH:26]=[CH:25][N:24]=1)CCC.CN(C=O)C.[F-].[K+]. (4) The reactants are: [NH2:1][C:2]1[CH:10]=[CH:9][C:5]([C:6]([NH2:8])=[O:7])=[CH:4][CH:3]=1.N1C=CC=CC=1.Cl[C:18]([O:20][C:21]1[CH:26]=[CH:25][CH:24]=[CH:23][CH:22]=1)=[O:19].CCCCC. Given the product [C:6]([C:5]1[CH:9]=[CH:10][C:2]([NH:1][C:18](=[O:19])[O:20][C:21]2[CH:26]=[CH:25][CH:24]=[CH:23][CH:22]=2)=[CH:3][CH:4]=1)(=[O:7])[NH2:8], predict the reactants needed to synthesize it. (5) Given the product [F:18][C:15]([F:16])([F:17])[C@H:13]1[CH2:12][NH:11][CH2:10][C@@H:9]([NH:8][C:6](=[O:7])[O:5][C:1]([CH3:2])([CH3:3])[CH3:4])[CH2:14]1, predict the reactants needed to synthesize it. The reactants are: [C:1]([O:5][C:6]([NH:8][C@H:9]1[CH2:14][C@@H:13]([C:15]([F:18])([F:17])[F:16])[CH2:12][N:11](C(OCC2C=CC=CC=2)=O)[CH2:10]1)=[O:7])([CH3:4])([CH3:3])[CH3:2]. (6) Given the product [BH3:1].[CH2:3]([C:5]1[CH:6]=[CH:7][C:8]([CH3:11])=[N:9][CH:10]=1)[CH3:4], predict the reactants needed to synthesize it. The reactants are: [B:1]#B.[CH2:3]([C:5]1[CH:6]=[CH:7][C:8]([CH3:11])=[N:9][CH:10]=1)[CH3:4]. (7) Given the product [NH2:18][C:4]1[CH:3]=[C:2]([Br:1])[CH:7]=[CH:6][C:5]=1[N:8]1[CH2:13][CH2:12][N:11]([CH2:14][C:15]([NH2:17])=[O:16])[CH2:10][CH2:9]1, predict the reactants needed to synthesize it. The reactants are: [Br:1][C:2]1[CH:7]=[CH:6][C:5]([N:8]2[CH2:13][CH2:12][N:11]([CH2:14][C:15]([NH2:17])=[O:16])[CH2:10][CH2:9]2)=[C:4]([N+:18]([O-])=O)[CH:3]=1.[Cl-].[NH4+]. (8) Given the product [CH3:31][C@@H:32]1[NH:33][CH2:34][CH2:35][N:36]([CH2:38][C:39]2[CH:44]=[CH:43][C:42]([NH:45][S:46]([C:49]3[CH:50]=[N:51][C:52]([N:55]4[CH2:56][CH2:57][O:58][CH2:59][CH2:60]4)=[CH:53][CH:54]=3)(=[O:48])=[O:47])=[CH:41][CH:40]=2)[CH2:37]1, predict the reactants needed to synthesize it. The reactants are: C[C@@H]1NCCN(CC2C=CC(NS(C3C=NC(N4CCCCC4)=CC=3)(=O)=O)=CC=2)C1.[CH3:31][C@H:32]1[CH2:37][N:36]([CH2:38][C:39]2[CH:44]=[CH:43][C:42]([NH:45][S:46]([C:49]3[CH:50]=[N:51][C:52]([N:55]4[CH2:60][CH2:59][O:58][CH2:57][CH2:56]4)=[CH:53][CH:54]=3)(=[O:48])=[O:47])=[CH:41][CH:40]=2)[CH2:35][CH2:34][N:33]1C(OC(C)(C)C)=O.